From a dataset of Catalyst prediction with 721,799 reactions and 888 catalyst types from USPTO. Predict which catalyst facilitates the given reaction. (1) Reactant: [CH:1]1[C:13]2[CH:12]([CH2:14][O:15][C:16](=[O:30])[NH:17][CH:18]3[CH2:23][CH2:22][CH:21]([C:24]4([CH3:29])OCC[O:25]4)[CH2:20][CH2:19]3)[C:11]3[C:6](=[CH:7][CH:8]=[CH:9][CH:10]=3)[C:5]=2[CH:4]=[CH:3][CH:2]=1.C1(C)C=CC(S(O)(=O)=O)=CC=1.CC(C)=O. Product: [CH:1]1[C:13]2[CH:12]([CH2:14][O:15][C:16](=[O:30])[NH:17][CH:18]3[CH2:23][CH2:22][CH:21]([C:24](=[O:25])[CH3:29])[CH2:20][CH2:19]3)[C:11]3[C:6](=[CH:7][CH:8]=[CH:9][CH:10]=3)[C:5]=2[CH:4]=[CH:3][CH:2]=1. The catalyst class is: 6. (2) Reactant: [CH3:1][O:2][C:3]([CH:5]([CH:12]1[NH:17][CH2:16][CH2:15][CH2:14][CH2:13]1)[C:6]1[CH:7]=[CH:8][CH:9]=[CH:10][CH:11]=1)=[O:4].Cl.Cl[C:20]([O:22][CH2:23][Cl:24])=[O:21]. Product: [CH3:1][O:2][C:3](=[O:4])[CH:5]([CH:12]1[CH2:13][CH2:14][CH2:15][CH2:16][N:17]1[C:20]([O:22][CH2:23][Cl:24])=[O:21])[C:6]1[CH:11]=[CH:10][CH:9]=[CH:8][CH:7]=1. The catalyst class is: 172.